From a dataset of Reaction yield outcomes from USPTO patents with 853,638 reactions. Predict the reaction yield, written as a fraction of the theoretical maximum amount of product (1.0 means a 100% yield; for example, 0.34 means a 34% yield). (1) The reactants are [C:1]([CH:3]1[C:12]2[C:7](=[CH:8][CH:9]=[CH:10][CH:11]=2)[C:5](=[O:6])[O:4]1)#N.[Li+].C[Si]([N-][Si](C)(C)C)(C)C.N1[CH2:28][CH2:27]OCC1.[Al].[CH2:30]1[CH2:34]OC[CH2:31]1. The catalyst is C1C=CC([P]([Pd]([P](C2C=CC=CC=2)(C2C=CC=CC=2)C2C=CC=CC=2)([P](C2C=CC=CC=2)(C2C=CC=CC=2)C2C=CC=CC=2)[P](C2C=CC=CC=2)(C2C=CC=CC=2)C2C=CC=CC=2)(C2C=CC=CC=2)C2C=CC=CC=2)=CC=1. The product is [CH:28]1[C:27]2[C:5](=[O:6])[C:7]3[C:12](=[CH:11][CH:10]=[CH:9][CH:8]=3)[C:3](=[O:4])[C:1]=2[CH:34]=[CH:30][CH:31]=1. The yield is 0.900. (2) The reactants are [F:1][C:2]1[CH:7]=[CH:6][C:5]([CH:8]=[CH:9][C:10]2[CH:17]=[CH:16][C:15]([F:18])=[CH:14][C:11]=2[C:12]#[N:13])=[CH:4][CH:3]=1. The catalyst is COCCOC.[Pd]. The product is [F:1][C:2]1[CH:7]=[CH:6][C:5]([CH2:8][CH2:9][C:10]2[CH:17]=[CH:16][C:15]([F:18])=[CH:14][C:11]=2[C:12]#[N:13])=[CH:4][CH:3]=1. The yield is 0.990. (3) The reactants are [CH:1]([NH:4]C(C)C)(C)[CH3:2].C([Li])CCC.[C:13](#[N:17])[CH:14]([CH3:16])[CH3:15].O.[O:19]1[CH2:23][CH2:22][CH2:21][CH2:20]1. The catalyst is CCCCCC. The product is [OH:19][CH:23]([C:22]1[CH:2]=[CH:1][N:4]=[CH:20][CH:21]=1)[C:14]([CH3:16])([CH3:15])[C:13]#[N:17]. The yield is 0.716.